Dataset: Forward reaction prediction with 1.9M reactions from USPTO patents (1976-2016). Task: Predict the product of the given reaction. (1) The product is: [F:1][C:2]1[CH:3]=[C:4]([CH:15]=[C:16]([F:18])[CH:17]=1)[CH2:5][C:6]1[CH:13]=[C:10]2[C:9](=[CH:8][CH:7]=1)[NH:21][N:20]=[C:11]2[NH2:12]. Given the reactants [F:1][C:2]1[CH:3]=[C:4]([CH:15]=[C:16]([F:18])[CH:17]=1)[CH2:5][C:6]1[CH:7]=[CH:8][C:9](F)=[C:10]([CH:13]=1)[C:11]#[N:12].O.[NH2:20][NH2:21], predict the reaction product. (2) Given the reactants [CH3:1][C:2]1[CH:3]=[C:4]([OH:9])[CH:5]=[CH:6][C:7]=1[Cl:8].C1(P(C2C=CC=CC=2)C2C=CC=CC=2)C=CC=CC=1.[C:29]([O:34][CH3:35])(=[O:33])[C@H:30]([CH3:32])O.CCOC(/N=N/C(OCC)=O)=O, predict the reaction product. The product is: [Cl:8][C:7]1[CH:6]=[CH:5][C:4]([O:9][C@H:30]([CH3:32])[C:29]([O:34][CH3:35])=[O:33])=[CH:3][C:2]=1[CH3:1]. (3) Given the reactants [CH3:1][N:2]1[C:6]([CH3:7])=[C:5]([CH:8]=O)[C:4](=[O:10])[N:3]1[C:11]1[CH:16]=[CH:15][CH:14]=[CH:13][CH:12]=1.[CH3:17][CH:18]([CH3:34])[C:19]([NH:21][C:22]1[CH:27]=[CH:26][CH:25]=[C:24]([CH:28]2[CH2:33][CH2:32][NH:31][CH2:30][CH2:29]2)[CH:23]=1)=[O:20], predict the reaction product. The product is: [CH3:1][N:2]1[C:6]([CH3:7])=[C:5]([CH2:8][N:31]2[CH2:32][CH2:33][CH:28]([C:24]3[CH:23]=[C:22]([NH:21][C:19](=[O:20])[CH:18]([CH3:17])[CH3:34])[CH:27]=[CH:26][CH:25]=3)[CH2:29][CH2:30]2)[C:4](=[O:10])[N:3]1[C:11]1[CH:16]=[CH:15][CH:14]=[CH:13][CH:12]=1. (4) The product is: [NH2:24][C:4]1[C:5]([CH3:23])=[C:6]([CH:22]=[C:2]([Cl:1])[CH:3]=1)[CH2:7][N:8]1[CH2:13][CH2:12][N:11]([C:14]([O:16][C:17]([CH3:20])([CH3:19])[CH3:18])=[O:15])[C@@H:10]([CH3:21])[CH2:9]1. Given the reactants [Cl:1][C:2]1[CH:3]=[C:4]([N+:24]([O-])=O)[C:5]([CH3:23])=[C:6]([CH:22]=1)[CH2:7][N:8]1[CH2:13][CH2:12][N:11]([C:14]([O:16][C:17]([CH3:20])([CH3:19])[CH3:18])=[O:15])[C@@H:10]([CH3:21])[CH2:9]1, predict the reaction product. (5) Given the reactants [OH:1][C@@H:2]1[CH2:7][CH2:6][CH2:5][CH2:4][C@H:3]1[O:8][C:9]1[CH:10]=[CH:11][CH:12]=[C:13]2[C:17]=1[C:16](=[O:18])[N:15]([CH2:19][CH:20]1[CH2:25][CH2:24][N:23](C(OC(C)(C)C)=O)[CH2:22][CH2:21]1)[CH2:14]2.Cl, predict the reaction product. The product is: [OH:1][C@@H:2]1[CH2:7][CH2:6][CH2:5][CH2:4][C@H:3]1[O:8][C:9]1[CH:10]=[CH:11][CH:12]=[C:13]2[C:17]=1[C:16](=[O:18])[N:15]([CH2:19][CH:20]1[CH2:25][CH2:24][NH:23][CH2:22][CH2:21]1)[CH2:14]2. (6) The product is: [NH2:1][C:2]1[C:3]([N:9]2[CH2:14][CH2:13][CH:12]([CH2:15][OH:16])[CH2:11][CH2:10]2)=[N:4][C:5]([C:20]2[CH:21]=[CH:22][N:17]=[CH:18][CH:19]=2)=[CH:6][N:7]=1. Given the reactants [NH2:1][C:2]1[C:3]([N:9]2[CH2:14][CH2:13][CH:12]([CH2:15][OH:16])[CH2:11][CH2:10]2)=[N:4][C:5](Br)=[CH:6][N:7]=1.[N:17]1[CH:22]=[CH:21][C:20](B(O)O)=[CH:19][CH:18]=1, predict the reaction product. (7) Given the reactants [CH2:1]([OH:7])[CH2:2][CH:3]=[CH:4][CH:5]=[CH2:6].O[C:9]1[CH:23]=[CH:22][C:12]([C:13]([C:15]2[CH:20]=[CH:19][C:18]([OH:21])=[CH:17][CH:16]=2)=[O:14])=[CH:11][CH:10]=1.[C:24]1(P([C:24]2[CH:29]=[CH:28][CH:27]=[CH:26][CH:25]=2)[C:24]2[CH:29]=[CH:28][CH:27]=[CH:26][CH:25]=2)[CH:29]=[CH:28][CH:27]=[CH:26][CH:25]=1, predict the reaction product. The product is: [CH2:1]([O:7][C:9]1[CH:23]=[CH:22][C:12]([C:13]([C:15]2[CH:20]=[CH:19][C:18]([O:21][CH2:27][CH2:26][CH:25]=[CH:24][CH:29]=[CH2:28])=[CH:17][CH:16]=2)=[O:14])=[CH:11][CH:10]=1)[CH2:2][CH:3]=[CH:4][CH:5]=[CH2:6].